Dataset: Forward reaction prediction with 1.9M reactions from USPTO patents (1976-2016). Task: Predict the product of the given reaction. (1) Given the reactants [Cl:1][C:2]1[CH:7]=[CH:6][C:5]([C:8]2([OH:22])[CH2:13][CH2:12][N:11]([C:14]([O:16][C:17]([CH3:20])([CH3:19])[CH3:18])=[O:15])[CH2:10][CH:9]2[OH:21])=[CH:4][CH:3]=1.Br[CH2:24][C:25]1[CH:34]=[CH:33][C:32]2[C:27](=[CH:28][CH:29]=[CH:30][CH:31]=2)[CH:26]=1, predict the reaction product. The product is: [Cl:1][C:2]1[CH:3]=[CH:4][C:5]([C:8]2([OH:22])[CH2:13][CH2:12][N:11]([C:14]([O:16][C:17]([CH3:19])([CH3:18])[CH3:20])=[O:15])[CH2:10][CH:9]2[O:21][CH2:24][C:25]2[CH:34]=[CH:33][C:32]3[C:27](=[CH:28][CH:29]=[CH:30][CH:31]=3)[CH:26]=2)=[CH:6][CH:7]=1. (2) The product is: [Cl:1][C:2]1[C:7]2[C:8](=[O:9])[N:10]([C:14]3[CH:19]=[CH:18][C:17]([N:20]4[CH2:24][CH2:23][N:22]([CH2:25][C:26]([O:28][CH2:29][CH3:30])=[O:27])[C:21]4=[O:31])=[C:16]([CH2:37][CH3:38])[CH:15]=3)[CH2:11][CH2:12][O:13][C:6]=2[N:5]=[CH:4][N:3]=1. Given the reactants [Cl:1][C:2]1[C:7]([C:8]([N:10]([C:14]2[CH:19]=[CH:18][C:17]([N:20]3[CH2:24][CH2:23][N:22]([CH2:25][C:26]([O:28][CH2:29][CH3:30])=[O:27])[C:21]3=[O:31])=[C:16](CC)[CH:15]=2)[CH2:11][CH2:12][OH:13])=[O:9])=[C:6](Cl)[N:5]=[CH:4][N:3]=1.N.O1CCO[CH2:38][CH2:37]1, predict the reaction product. (3) Given the reactants [Cl:1][C:2]1[CH:3]=[C:4]2[C:8](=[CH:9][C:10]=1[Cl:11])[C:7](=O)[O:6]/[C:5]/2=[CH:13]\[C:14]1[CH:19]=[CH:18][C:17]([F:20])=[C:16]([C:21]([N:23]2[CH2:28][CH2:27][CH:26]([O:29][CH3:30])[CH2:25][CH2:24]2)=[O:22])[CH:15]=1.O.[NH2:32][NH2:33], predict the reaction product. The product is: [Cl:1][C:2]1[CH:3]=[C:4]2[C:8](=[CH:9][C:10]=1[Cl:11])[C:7](=[O:6])[NH:33][N:32]=[C:5]2[CH2:13][C:14]1[CH:19]=[CH:18][C:17]([F:20])=[C:16]([C:21]([N:23]2[CH2:28][CH2:27][CH:26]([O:29][CH3:30])[CH2:25][CH2:24]2)=[O:22])[CH:15]=1.